Dataset: Reaction yield outcomes from USPTO patents with 853,638 reactions. Task: Predict the reaction yield, written as a fraction of the theoretical maximum amount of product (1.0 means a 100% yield; for example, 0.34 means a 34% yield). (1) The reactants are [C:1]([BH3-])#[N:2].[Na+].N[C:6]1[CH:7]=[CH:8][C:9]([N+:15]([O-:17])=[O:16])=[C:10]([CH:14]=1)[C:11]([OH:13])=[O:12].[CH2:18]=O.CO. The catalyst is C(#N)C. The product is [CH3:18][N:2]([CH3:1])[C:6]1[CH:7]=[CH:8][C:9]([N+:15]([O-:17])=[O:16])=[C:10]([CH:14]=1)[C:11]([OH:13])=[O:12]. The yield is 0.890. (2) The reactants are [CH3:1][O:2][CH2:3][C@@H:4]1[C@H:6](/[CH:7]=[CH:8]/[C:9](/[CH3:16])=[CH:10]/[C:11]([O:13][CH2:14][CH3:15])=[O:12])[C@@:5]1([CH3:31])[C:17]1[CH:26]=[CH:25][C:24]2[C:23]([CH3:28])([CH3:27])[CH2:22][CH2:21][C:20]([CH3:30])([CH3:29])[C:19]=2[CH:18]=1.COCC1C(C=O)C1(C)C1C=CC2C(C)(C)CCC(C)(C)C=2C=1. No catalyst specified. The product is [CH3:1][O:2][CH2:3][C@@H:4]1[C@@H:6](/[CH:7]=[CH:8]/[C:9](/[CH3:16])=[CH:10]/[C:11]([O:13][CH2:14][CH3:15])=[O:12])[C@:5]1([CH3:31])[C:17]1[CH:26]=[CH:25][C:24]2[C:23]([CH3:28])([CH3:27])[CH2:22][CH2:21][C:20]([CH3:30])([CH3:29])[C:19]=2[CH:18]=1. The yield is 0.750.